This data is from NCI-60 drug combinations with 297,098 pairs across 59 cell lines. The task is: Regression. Given two drug SMILES strings and cell line genomic features, predict the synergy score measuring deviation from expected non-interaction effect. (1) Drug 1: CC12CCC3C(C1CCC2O)C(CC4=C3C=CC(=C4)O)CCCCCCCCCS(=O)CCCC(C(F)(F)F)(F)F. Drug 2: CC1C(C(CC(O1)OC2CC(CC3=C2C(=C4C(=C3O)C(=O)C5=C(C4=O)C(=CC=C5)OC)O)(C(=O)CO)O)N)O.Cl. Cell line: NCI-H226. Synergy scores: CSS=47.2, Synergy_ZIP=2.43, Synergy_Bliss=-0.344, Synergy_Loewe=-6.16, Synergy_HSA=1.82. (2) Drug 1: C1CCN(CC1)CCOC2=CC=C(C=C2)C(=O)C3=C(SC4=C3C=CC(=C4)O)C5=CC=C(C=C5)O. Drug 2: CC(C)CN1C=NC2=C1C3=CC=CC=C3N=C2N. Cell line: SN12C. Synergy scores: CSS=-0.424, Synergy_ZIP=0.485, Synergy_Bliss=-1.45, Synergy_Loewe=-2.94, Synergy_HSA=-2.31. (3) Drug 1: C1=CC(=CC=C1CC(C(=O)O)N)N(CCCl)CCCl.Cl. Drug 2: CC1=C(C(=CC=C1)Cl)NC(=O)C2=CN=C(S2)NC3=CC(=NC(=N3)C)N4CCN(CC4)CCO. Cell line: LOX IMVI. Synergy scores: CSS=54.5, Synergy_ZIP=-11.5, Synergy_Bliss=-1.06, Synergy_Loewe=-0.682, Synergy_HSA=4.18. (4) Drug 1: C1=C(C(=O)NC(=O)N1)F. Drug 2: CC1C(C(CC(O1)OC2CC(OC(C2O)C)OC3=CC4=CC5=C(C(=O)C(C(C5)C(C(=O)C(C(C)O)O)OC)OC6CC(C(C(O6)C)O)OC7CC(C(C(O7)C)O)OC8CC(C(C(O8)C)O)(C)O)C(=C4C(=C3C)O)O)O)O. Cell line: HT29. Synergy scores: CSS=40.7, Synergy_ZIP=0.476, Synergy_Bliss=-3.74, Synergy_Loewe=-51.9, Synergy_HSA=-4.89. (5) Drug 1: COC1=CC(=CC(=C1O)OC)C2C3C(COC3=O)C(C4=CC5=C(C=C24)OCO5)OC6C(C(C7C(O6)COC(O7)C8=CC=CS8)O)O. Drug 2: CC1C(C(=O)NC(C(=O)N2CCCC2C(=O)N(CC(=O)N(C(C(=O)O1)C(C)C)C)C)C(C)C)NC(=O)C3=C4C(=C(C=C3)C)OC5=C(C(=O)C(=C(C5=N4)C(=O)NC6C(OC(=O)C(N(C(=O)CN(C(=O)C7CCCN7C(=O)C(NC6=O)C(C)C)C)C)C(C)C)C)N)C. Cell line: SR. Synergy scores: CSS=88.7, Synergy_ZIP=13.0, Synergy_Bliss=11.5, Synergy_Loewe=8.00, Synergy_HSA=15.3. (6) Synergy scores: CSS=6.15, Synergy_ZIP=4.78, Synergy_Bliss=4.52, Synergy_Loewe=6.30, Synergy_HSA=1.10. Cell line: U251. Drug 1: CCC(=C(C1=CC=CC=C1)C2=CC=C(C=C2)OCCN(C)C)C3=CC=CC=C3.C(C(=O)O)C(CC(=O)O)(C(=O)O)O. Drug 2: CCCCCOC(=O)NC1=NC(=O)N(C=C1F)C2C(C(C(O2)C)O)O.